From a dataset of Reaction yield outcomes from USPTO patents with 853,638 reactions. Predict the reaction yield, written as a fraction of the theoretical maximum amount of product (1.0 means a 100% yield; for example, 0.34 means a 34% yield). The reactants are [NH2:1][CH2:2][C:3]1[C:4]([F:21])=[C:5]([O:10][C:11]2[CH:12]=[C:13]([CH:16]=[C:17]([CH:19]=[CH2:20])[CH:18]=2)[C:14]#[N:15])[C:6]([Cl:9])=[CH:7][CH:8]=1.[Cl:22][C:23]1[N:24]=[CH:25][N:26]([CH2:31][O:32][CH2:33][CH2:34][Si:35]([CH3:38])([CH3:37])[CH3:36])[C:27]=1[C:28](O)=[O:29].CCN(C(C)C)C(C)C.CN(C(ON1N=NC2C=CC=NC1=2)=[N+](C)C)C.F[P-](F)(F)(F)(F)F. The catalyst is C1COCC1. The product is [Cl:22][C:23]1[N:24]=[CH:25][N:26]([CH2:31][O:32][CH2:33][CH2:34][Si:35]([CH3:38])([CH3:37])[CH3:36])[C:27]=1[C:28]([NH:1][CH2:2][C:3]1[CH:8]=[CH:7][C:6]([Cl:9])=[C:5]([O:10][C:11]2[CH:18]=[C:17]([CH:19]=[CH2:20])[CH:16]=[C:13]([C:14]#[N:15])[CH:12]=2)[C:4]=1[F:21])=[O:29]. The yield is 0.790.